Dataset: Forward reaction prediction with 1.9M reactions from USPTO patents (1976-2016). Task: Predict the product of the given reaction. Given the reactants Cl[C:2]1[N:7]=[C:6]([C:8]2[N:12]3[CH:13]=[CH:14][CH:15]=[CH:16][C:11]3=[N:10][CH:9]=2)[C:5]([Cl:17])=[CH:4][N:3]=1.[NH2:18][C:19]1[CH:24]=[CH:23][C:22]([CH:25]([CH2:31][OH:32])[CH2:26][NH:27][C:28](=[O:30])[CH3:29])=[CH:21][C:20]=1[O:33][CH3:34].CC1C=CC(S(O)(=O)=O)=CC=1, predict the reaction product. The product is: [Cl:17][C:5]1[C:6]([C:8]2[N:12]3[CH:13]=[CH:14][CH:15]=[CH:16][C:11]3=[N:10][CH:9]=2)=[N:7][C:2]([NH:18][C:19]2[CH:24]=[CH:23][C:22]([CH:25]([CH2:31][OH:32])[CH2:26][NH:27][C:28](=[O:30])[CH3:29])=[CH:21][C:20]=2[O:33][CH3:34])=[N:3][CH:4]=1.